Dataset: Catalyst prediction with 721,799 reactions and 888 catalyst types from USPTO. Task: Predict which catalyst facilitates the given reaction. (1) Reactant: [Br:1][C:2]1[S:6][C:5]([C:7]([OH:9])=O)=[CH:4][CH:3]=1.C[N:11](C(ON1N=NC2C=CC=CC1=2)=[N+](C)C)C.[B-](F)(F)(F)F.CN1CCOCC1.O[CH2:40][CH:41]1[CH2:45][N:44]([C:46]2[CH:57]=[CH:56][C:49]3[CH2:50][CH2:51][N:52]([CH3:55])[CH2:53][CH2:54][C:48]=3[CH:47]=2)[C:43](=[O:58])[CH2:42]1.BrBr. Product: [CH3:55][N:52]1[CH2:53][CH2:54][C:48]2[CH:47]=[C:46]([N:44]3[C:43](=[O:58])[CH2:42][CH:41]([CH2:40][NH:11][C:7]([C:5]4[S:6][C:2]([Br:1])=[CH:3][CH:4]=4)=[O:9])[CH2:45]3)[CH:57]=[CH:56][C:49]=2[CH2:50][CH2:51]1. The catalyst class is: 3. (2) Reactant: [OH:1][CH:2]1[CH2:9][N:8]2[C:4](=[N:5][C:6]3[CH:13]=[C:12]([N+:14]([O-:16])=[O:15])[CH:11]=[CH:10][C:7]=32)[CH2:3]1.[H-].[Na+].S(OC)(O[CH3:23])(=O)=O. Product: [CH3:23][O:1][CH:2]1[CH2:9][N:8]2[C:4](=[N:5][C:6]3[CH:13]=[C:12]([N+:14]([O-:16])=[O:15])[CH:11]=[CH:10][C:7]=32)[CH2:3]1. The catalyst class is: 30. (3) Reactant: [F:1][C:2]1[CH:10]=[C:9]2[C:5]([CH:6]=[N:7][N:8]2[CH:11]2[CH2:16][CH2:15][NH:14][CH2:13][CH2:12]2)=[CH:4][CH:3]=1.Cl[C:18]1[N:19]=[N:20][C:21]([C:24]2[CH:25]=[N:26][N:27]([CH3:29])[CH:28]=2)=[CH:22][CH:23]=1.CCN(C(C)C)C(C)C. Product: [F:1][C:2]1[CH:10]=[C:9]2[C:5]([CH:6]=[N:7][N:8]2[CH:11]2[CH2:16][CH2:15][N:14]([C:18]3[N:19]=[N:20][C:21]([C:24]4[CH:25]=[N:26][N:27]([CH3:29])[CH:28]=4)=[CH:22][CH:23]=3)[CH2:13][CH2:12]2)=[CH:4][CH:3]=1. The catalyst class is: 16. (4) Reactant: [C:1](Cl)(=[O:5])[C:2](Cl)=O.[CH2:7]([O:15][CH2:16][CH2:17][C:18]([OH:20])=O)[CH2:8][C:9]1[CH:14]=[CH:13][CH:12]=[CH:11][CH:10]=1.C([N:24]([CH:27]([CH3:29])C)[CH2:25][CH3:26])(C)C. Product: [CH2:7]([O:15][CH:16]([O:5][CH2:1][CH3:2])[CH2:29][CH2:27][N:24]([CH2:25][CH2:26][C:9]1[CH:14]=[CH:13][CH:12]=[CH:11][CH:10]=1)[C:18](=[O:20])[CH2:17][CH2:16][O:15][CH2:7][CH2:8][C:9]1[CH:10]=[CH:11][CH:12]=[CH:13][CH:14]=1)[CH3:8]. The catalyst class is: 120. (5) Reactant: C([O:4][C@H:5]1[CH2:22][CH2:21][C@@:20]2([CH3:23])[C@@H:7]([CH2:8][CH2:9][C@:10]3([CH3:46])[C@@H:19]2[CH2:18][CH2:17][C@H:16]2[C@@:11]3([CH3:45])[CH2:12][CH2:13][C@@:14]3([C:30](=[O:44])[NH:31][C@H:32]4[CH2:36][C@@H:35]([CH2:37][N:38]5[CH2:43][CH2:42][O:41][CH2:40][CH2:39]5)[CH:34]=[CH:33]4)[CH2:26][CH2:25][C@@H:24]([C:27]([CH3:29])=[CH2:28])[C@@H:15]32)[C:6]1([CH3:48])[CH3:47])(=O)C.C1COCC1.[OH-].[Na+]. Product: [OH:4][C@H:5]1[CH2:22][CH2:21][C@@:20]2([CH3:23])[C@@H:7]([CH2:8][CH2:9][C@:10]3([CH3:46])[C@@H:19]2[CH2:18][CH2:17][C@H:16]2[C@@:11]3([CH3:45])[CH2:12][CH2:13][C@@:14]3([C:30]([NH:31][C@H:32]4[CH2:36][C@@H:35]([CH2:37][N:38]5[CH2:39][CH2:40][O:41][CH2:42][CH2:43]5)[CH:34]=[CH:33]4)=[O:44])[CH2:26][CH2:25][C@@H:24]([C:27]([CH3:29])=[CH2:28])[C@@H:15]32)[C:6]1([CH3:48])[CH3:47]. The catalyst class is: 5. (6) Reactant: [Cl:1][C:2]1[CH:7]=[CH:6][C:5]([CH2:8][C@@H:9]([NH:37][C:38]([C@@H:40]2[CH2:49][C:48]3[C:43](=[CH:44][CH:45]=[CH:46][CH:47]=3)[CH2:42][N:41]2C(OC(C)(C)C)=O)=[O:39])[C:10](=[O:36])[N:11]2[CH2:16][CH2:15][CH:14]([C:17]3[CH:22]=[CH:21][CH:20]=[CH:19][C:18]=3[NH:23][S:24]([C:27]3[C:32]([CH3:33])=[CH:31][C:30]([CH3:34])=[CH:29][C:28]=3[CH3:35])(=[O:26])=[O:25])[CH2:13][CH2:12]2)=[CH:4][CH:3]=1.C(O)(C(F)(F)F)=O. Product: [Cl:1][C:2]1[CH:7]=[CH:6][C:5]([CH2:8][C@@H:9]([NH:37][C:38]([C@@H:40]2[CH2:49][C:48]3[C:43](=[CH:44][CH:45]=[CH:46][CH:47]=3)[CH2:42][NH:41]2)=[O:39])[C:10](=[O:36])[N:11]2[CH2:12][CH2:13][CH:14]([C:17]3[CH:22]=[CH:21][CH:20]=[CH:19][C:18]=3[NH:23][S:24]([C:27]3[C:32]([CH3:33])=[CH:31][C:30]([CH3:34])=[CH:29][C:28]=3[CH3:35])(=[O:26])=[O:25])[CH2:15][CH2:16]2)=[CH:4][CH:3]=1. The catalyst class is: 2.